The task is: Predict which catalyst facilitates the given reaction.. This data is from Catalyst prediction with 721,799 reactions and 888 catalyst types from USPTO. (1) Reactant: [F:8][C:7]([F:10])([F:9])[C:6](O[C:6](=[O:11])[C:7]([F:10])([F:9])[F:8])=[O:11].Cl.[NH2:15][CH2:16][CH2:17][O:18][C:19]1[CH:24]=[C:23]([F:25])[CH:22]=[CH:21][C:20]=1[C:26]([N:28]1[CH2:42][C:31]2=[C:32]3[N:37]([N:38]=[C:30]2[CH2:29]1)[C:36]([CH3:39])=[C:35]([Cl:40])[C:34]([CH3:41])=[N:33]3)=[O:27].CCN(C(C)C)C(C)C. Product: [Cl:40][C:35]1[C:34]([CH3:41])=[N:33][C:32]2[N:37]([N:38]=[C:30]3[CH2:29][N:28]([C:26]([C:20]4[CH:21]=[CH:22][C:23]([F:25])=[CH:24][C:19]=4[O:18][CH2:17][CH2:16][NH:15][C:6](=[O:11])[C:7]([F:8])([F:9])[F:10])=[O:27])[CH2:42][C:31]3=2)[C:36]=1[CH3:39]. The catalyst class is: 2. (2) Reactant: Cl.[CH3:2][O:3][NH2:4].CCN(CC)CC.Br[CH2:13][C:14]1[C:15]([CH3:29])([CH3:28])[NH:16][S:17](=[O:27])(=[O:26])[C:18]=1[C:19]1[CH:24]=[CH:23][C:22]([Cl:25])=[CH:21][CH:20]=1.C([O-])(O)=O.[Na+]. Product: [Cl:25][C:22]1[CH:21]=[CH:20][C:19]([C:18]2[S:17](=[O:27])(=[O:26])[NH:16][C:15]([CH3:29])([CH3:28])[C:14]=2[CH2:13][NH:4][O:3][CH3:2])=[CH:24][CH:23]=1. The catalyst class is: 3. (3) Reactant: [CH3:1][O:2][CH2:3][CH2:4][O:5][C:6]1[CH:7]=[N:8][C:9]2[C:14]([CH:15]=1)=[CH:13][C:12]([CH2:16][C:17](OC(C)(C)C)=O)=[CH:11][CH:10]=2.[C:24]1([C:30]2[N:35]=[N:34][C:33]([NH:36][NH2:37])=[CH:32][CH:31]=2)[CH:29]=[CH:28][CH:27]=[CH:26][CH:25]=1.Cl.[OH-].[Na+]. Product: [CH3:1][O:2][CH2:3][CH2:4][O:5][C:6]1[CH:7]=[N:8][C:9]2[C:14]([CH:15]=1)=[CH:13][C:12]([CH2:16][C:17]1[N:34]3[N:35]=[C:30]([C:24]4[CH:29]=[CH:28][CH:27]=[CH:26][CH:25]=4)[CH:31]=[CH:32][C:33]3=[N:36][N:37]=1)=[CH:11][CH:10]=2. The catalyst class is: 6. (4) Reactant: [NH2:1][C:2]1[C:7]([N+:8]([O-])=O)=[C:6](Cl)[N:5]=[C:4]([C:12]2[CH:17]=[CH:16][C:15]([F:18])=[CH:14][CH:13]=2)[N:3]=1.C(N(CC)CC)C.[H][H].O. Product: [NH2:1][C:2]1[C:7]([NH2:8])=[CH:6][N:5]=[C:4]([C:12]2[CH:13]=[CH:14][C:15]([F:18])=[CH:16][CH:17]=2)[N:3]=1. The catalyst class is: 381. (5) Reactant: C([O:8][C:9]1[N:14]2[N:15]=[C:16]([CH3:23])[C:17]([C:18]([O:20][CH2:21][CH3:22])=[O:19])=[C:13]2[CH:12]=[C:11]([CH3:24])[CH:10]=1)C1C=CC=CC=1.C1CCCCC=1. Product: [OH:8][C:9]1[N:14]2[N:15]=[C:16]([CH3:23])[C:17]([C:18]([O:20][CH2:21][CH3:22])=[O:19])=[C:13]2[CH:12]=[C:11]([CH3:24])[CH:10]=1. The catalyst class is: 29. (6) Product: [CH2:1]([C:4](=[CH2:10])[C:5]([O:7][CH2:8][CH3:9])=[O:6])[CH2:2][CH3:3]. The catalyst class is: 14. Reactant: [CH2:1]([CH:4]([C:10]([O-])=O)[C:5]([O:7][CH2:8][CH3:9])=[O:6])[CH2:2][CH3:3].N1CCCCC1.C=O. (7) Reactant: [CH:1](=O)[C:2]1[CH:7]=[CH:6][CH:5]=[CH:4][CH:3]=1.[CH3:9][O:10][C:11]1[CH:12]=[C:13]([NH2:19])[CH:14]=[N:15][C:16]=1[O:17][CH3:18]. Product: [CH:1](=[N:19][C:13]1[CH:14]=[N:15][C:16]([O:17][CH3:18])=[C:11]([O:10][CH3:9])[CH:12]=1)[C:2]1[CH:7]=[CH:6][CH:5]=[CH:4][CH:3]=1. The catalyst class is: 8.